Task: Predict the product of the given reaction.. Dataset: Forward reaction prediction with 1.9M reactions from USPTO patents (1976-2016) (1) The product is: [CH3:1][N:2]1[C:6]([CH2:7][O:8][CH2:9][C:10]2[CH:11]=[C:12]([NH:16][C:17]3[C:18]([NH2:27])=[CH:19][C:20]([C:23]([F:25])([F:24])[F:26])=[CH:21][CH:22]=3)[CH:13]=[CH:14][CH:15]=2)=[N:5][CH:4]=[N:3]1. Given the reactants [CH3:1][N:2]1[C:6]([CH2:7][O:8][CH2:9][C:10]2[CH:11]=[C:12]([NH:16][C:17]3[CH:22]=[CH:21][C:20]([C:23]([F:26])([F:25])[F:24])=[CH:19][C:18]=3[N+:27]([O-])=O)[CH:13]=[CH:14][CH:15]=2)=[N:5][CH:4]=[N:3]1.[H][H], predict the reaction product. (2) Given the reactants [Cl:1][C:2]1[CH:7]=[CH:6][C:5]([CH:8]([CH:10]([NH2:13])[CH2:11][CH3:12])[CH3:9])=[CH:4][C:3]=1[O:14][CH2:15][CH2:16][O:17][CH3:18].[CH:19](O)=[O:20], predict the reaction product. The product is: [Cl:1][C:2]1[CH:7]=[CH:6][C:5]([CH:8]([CH3:9])[CH:10]([NH:13][CH:19]=[O:20])[CH2:11][CH3:12])=[CH:4][C:3]=1[O:14][CH2:15][CH2:16][O:17][CH3:18]. (3) Given the reactants COC(=O)N[C@@H](C(C)C)C(N1[C@H](C2NC(C3C=CC(C4C=CC5C(=CC=C(C6NC([C@@H]7CCCN7[C:48](=[O:61])[C@H:49]([NH:56][C:57]([O:59][CH3:60])=[O:58])[C:50]7[CH:55]=[CH:54][CH:53]=[CH:52][CH:51]=7)=NC=6)C=5)C=4)=CC=3)=CN=2)CC2(OCCO2)C1)=O.[F:66][C:67]1([F:120])[C:79]2[CH:78]=[C:77]([C:80]3[CH:81]=[CH:82][C:83]4[N:87]=[C:86]([C@@H:88]5[C@H:93]6[CH2:94][C@@H:90]([CH2:91][CH2:92]6)[N:89]5[C:95](=[O:108])[C@@H:96]([NH:103][C:104](=[O:107])[O:105][CH3:106])[CH:97]5[CH2:102][CH2:101][O:100][CH2:99][CH2:98]5)[NH:85][C:84]=4[CH:109]=3)[CH:76]=[CH:75][C:74]=2[C:73]2[C:68]1=[CH:69][C:70]([C:110]1[NH:114][C:113]([C@@H:115]3[CH2:119][CH2:118][CH2:117][NH:116]3)=[N:112][CH:111]=1)=[CH:71][CH:72]=2.Cl, predict the reaction product. The product is: [CH3:106][O:105][C:104](=[O:107])[NH:103][C@@H:96]([CH:97]1[CH2:98][CH2:99][O:100][CH2:101][CH2:102]1)[C:95]([N:89]1[C@H:88]([C:86]2[NH:85][C:84]3[CH:109]=[C:80]([C:77]4[CH:76]=[CH:75][C:74]5[C:73]6[C:68](=[CH:69][C:70]([C:110]7[NH:114][C:113]([C@@H:115]8[CH2:119][CH2:118][CH2:117][N:116]8[C:48](=[O:61])[C@H:49]([NH:56][C:57]([O:59][CH3:60])=[O:58])[C:50]8[CH:55]=[CH:54][CH:53]=[CH:52][CH:51]=8)=[N:112][CH:111]=7)=[CH:71][CH:72]=6)[C:67]([F:66])([F:120])[C:79]=5[CH:78]=4)[CH:81]=[CH:82][C:83]=3[N:87]=2)[C@H:93]2[CH2:94][C@H:90]1[CH2:91][CH2:92]2)=[O:108]. (4) The product is: [CH3:38][O:37][C:34]1[CH:33]=[CH:32][C:31]([CH2:30][N:8]([CH2:7][C:6]2[CH:5]=[CH:4][C:3]([O:2][CH3:1])=[CH:40][CH:39]=2)[C:9]2[N:10]=[CH:11][C:12]([C:15]3[C:16]4[CH2:29][CH2:28][N:27]([C:42]5[CH:43]=[C:44]([C:49]([N:51]6[CH2:52][CH2:53][O:54][CH2:55][CH2:56]6)=[O:50])[CH:45]=[CH:46][C:47]=5[CH3:48])[C:17]=4[N:18]=[C:19]([N:21]4[CH2:26][CH2:25][O:24][CH2:23][CH2:22]4)[N:20]=3)=[CH:13][N:14]=2)=[CH:36][CH:35]=1. Given the reactants [CH3:1][O:2][C:3]1[CH:40]=[CH:39][C:6]([CH2:7][N:8]([CH2:30][C:31]2[CH:36]=[CH:35][C:34]([O:37][CH3:38])=[CH:33][CH:32]=2)[C:9]2[N:14]=[CH:13][C:12]([C:15]3[C:16]4[CH2:29][CH2:28][NH:27][C:17]=4[N:18]=[C:19]([N:21]4[CH2:26][CH2:25][O:24][CH2:23][CH2:22]4)[N:20]=3)=[CH:11][N:10]=2)=[CH:5][CH:4]=1.Br[C:42]1[CH:43]=[C:44]([C:49]([N:51]2[CH2:56][CH2:55][O:54][CH2:53][CH2:52]2)=[O:50])[CH:45]=[CH:46][C:47]=1[CH3:48].CC(C1C=C(C(C)C)C(C2C=CC=CC=2P(C2CCCCC2)C2CCCCC2)=C(C(C)C)C=1)C.P([O-])([O-])([O-])=O.[K+].[K+].[K+], predict the reaction product.